This data is from Catalyst prediction with 721,799 reactions and 888 catalyst types from USPTO. The task is: Predict which catalyst facilitates the given reaction. (1) Reactant: [ClH:1].[CH3:2][C:3]1[CH:4]=[C:5]([C:20]2[CH:21]=[CH:22][C:23]([C:26]#[N:27])=[N:24][CH:25]=2)[CH:6]=[C:7]([NH:9][C:10]2[N:15]=[C:14]([C:16]([F:19])([F:18])[F:17])[CH:13]=[CH:12][N:11]=2)[CH:8]=1. Product: [ClH:1].[NH2:27][CH2:26][C:23]1[N:24]=[CH:25][C:20]([C:5]2[CH:6]=[C:7]([NH:9][C:10]3[N:15]=[C:14]([C:16]([F:19])([F:18])[F:17])[CH:13]=[CH:12][N:11]=3)[CH:8]=[C:3]([CH3:2])[CH:4]=2)=[CH:21][CH:22]=1. The catalyst class is: 63. (2) Reactant: [CH3:1][O:2][CH2:3][CH2:4][O:5][C:6]1[CH:7]=[C:8]2[C:12](=[C:13]([N:15]([CH3:24])[S:16]([C:19]3[S:20][CH:21]=[CH:22][CH:23]=3)(=[O:18])=[O:17])[CH:14]=1)[NH:11][C:10]([C:25]1[S:26][CH:27]([CH2:30][C:31](OCC)=[O:32])[CH2:28][N:29]=1)=[CH:9]2.O1CCCC1.CO.[BH4-].[Li+]. Product: [OH:32][CH2:31][CH2:30][CH:27]1[S:26][C:25]([C:10]2[NH:11][C:12]3[C:8]([CH:9]=2)=[CH:7][C:6]([O:5][CH2:4][CH2:3][O:2][CH3:1])=[CH:14][C:13]=3[N:15]([CH3:24])[S:16]([C:19]2[S:20][CH:21]=[CH:22][CH:23]=2)(=[O:17])=[O:18])=[N:29][CH2:28]1. The catalyst class is: 6. (3) Reactant: Cl.[Cl:2][C:3]1[CH:23]=[CH:22][C:6]([O:7][C:8]2[CH:21]=[CH:20][C:11]([O:12][CH2:13][C@@H:14]3[CH2:19][CH2:18][CH2:17][CH2:16][NH:15]3)=[CH:10][CH:9]=2)=[CH:5][CH:4]=1.Br[CH2:25][CH2:26][CH2:27][C:28]([O:30][CH3:31])=[O:29].C(N(CC)CC)C. Product: [CH3:31][O:30][C:28](=[O:29])[CH2:27][CH2:26][CH2:25][N:15]1[CH2:16][CH2:17][CH2:18][CH2:19][C@H:14]1[CH2:13][O:12][C:11]1[CH:20]=[CH:21][C:8]([O:7][C:6]2[CH:22]=[CH:23][C:3]([Cl:2])=[CH:4][CH:5]=2)=[CH:9][CH:10]=1. The catalyst class is: 46. (4) Reactant: C(OC([N:8]1[CH2:17][CH2:16][C:11]2[N:12]=[CH:13][N:14]=[CH:15][C:10]=2[CH2:9]1)=O)(C)(C)C.FC(F)(F)C(O)=O. Product: [N:12]1[C:11]2[CH2:16][CH2:17][NH:8][CH2:9][C:10]=2[CH:15]=[N:14][CH:13]=1. The catalyst class is: 4.